From a dataset of Reaction yield outcomes from USPTO patents with 853,638 reactions. Predict the reaction yield, written as a fraction of the theoretical maximum amount of product (1.0 means a 100% yield; for example, 0.34 means a 34% yield). (1) The reactants are [N:1]1([CH2:8][CH2:9][O:10][C:11]2[CH:16]=[CH:15][C:14]([C:17]([C:19]3[C:28]4[C:23](=[CH:24][C:25]([O:29]C)=[CH:26][CH:27]=4)[CH:22]=[CH:21][C:20]=3[C:31]3[C:36]([F:37])=[CH:35][C:34]([F:38])=[CH:33][C:32]=3[F:39])=[O:18])=[CH:13][CH:12]=2)[CH2:7][CH2:6][CH2:5][CH2:4][CH2:3][CH2:2]1.Cl.B(Br)(Br)Br.C(=O)(O)[O-].[Na+]. The catalyst is ClCCl.CO. The product is [N:1]1([CH2:8][CH2:9][O:10][C:11]2[CH:16]=[CH:15][C:14]([C:17]([C:19]3[C:28]4[C:23](=[CH:24][C:25]([OH:29])=[CH:26][CH:27]=4)[CH:22]=[CH:21][C:20]=3[C:31]3[C:36]([F:37])=[CH:35][C:34]([F:38])=[CH:33][C:32]=3[F:39])=[O:18])=[CH:13][CH:12]=2)[CH2:7][CH2:6][CH2:5][CH2:4][CH2:3][CH2:2]1. The yield is 0.570. (2) The reactants are [CH2:1]([O:3][C:4](=[O:18])[CH2:5][N:6]1[C:14]2[CH2:13][CH2:12][CH2:11][C@@H:10]([N:15]=[N+]=[N-])[C:9]=2[CH:8]=[N:7]1)[CH3:2]. The catalyst is C(O)C.[Pd]. The product is [CH2:1]([O:3][C:4](=[O:18])[CH2:5][N:6]1[C:14]2[CH2:13][CH2:12][CH2:11][C@@H:10]([NH2:15])[C:9]=2[CH:8]=[N:7]1)[CH3:2]. The yield is 0.980. (3) The reactants are [CH:1](/[C:5]1[CH:10]=[CH:9][CH:8]=[C:7]([N+:11]([O-])=O)[CH:6]=1)=[CH:2]\[CH2:3][CH3:4]. The catalyst is CO.C(OCC)(=O)C.[Pd]. The product is [CH2:1]([C:5]1[CH:6]=[C:7]([NH2:11])[CH:8]=[CH:9][CH:10]=1)[CH2:2][CH2:3][CH3:4]. The yield is 0.960. (4) The reactants are C1(C)C=CC=CC=1.[NH2:8][C:9]1[CH:23]=[CH:22][C:12]2[O:13][C:14]3[CH:20]=[C:19]([NH2:21])[CH:18]=[CH:17][C:15]=3[O:16][C:11]=2[CH:10]=1.N1C=CC=CC=1.[C:30](OC(=O)C)(=[O:32])[CH3:31].C1C[O:40][CH2:39][CH2:38]1. No catalyst specified. The product is [C:30]([NH:21][C:19]1[CH:18]=[CH:17][C:15]2[O:16][C:11]3[CH:10]=[C:9]([NH:8][C:39](=[O:40])[CH3:38])[CH:23]=[CH:22][C:12]=3[O:13][C:14]=2[CH:20]=1)(=[O:32])[CH3:31]. The yield is 0.820. (5) The product is [NH:50]1[C:29]2[CH:30]=[CH:31][CH:32]=[CH:33][C:28]=2[N:39]=[C:40]1[O:1][C:2]1[CH:3]=[CH:4][C:5]([O:6][CH2:7][CH2:8][N:9]2[CH2:10][CH2:11][C:12]([C:16]3[CH:17]=[CH:18][CH:19]=[CH:20][CH:21]=3)([OH:15])[CH2:13][CH2:14]2)=[CH:22][CH:23]=1. The yield is 0.770. The catalyst is CC#N.C(OCC)(=O)C. The reactants are [OH:1][C:2]1[CH:23]=[CH:22][C:5]([O:6][CH2:7][CH2:8][N:9]2[CH2:14][CH2:13][C:12]([C:16]3[CH:21]=[CH:20][CH:19]=[CH:18][CH:17]=3)([OH:15])[CH2:11][CH2:10]2)=[CH:4][CH:3]=1.BrCCO[C:28]1[CH:33]=[CH:32][C:31](O)=[CH:30][CH:29]=1.OC1(C2C=CC=CC=2)C[CH2:40][NH:39]CC1.CC[N:50](C(C)C)C(C)C.